Dataset: Forward reaction prediction with 1.9M reactions from USPTO patents (1976-2016). Task: Predict the product of the given reaction. (1) Given the reactants [Cl:1][C:2]1[CH:3]=[CH:4][C:5]2[N:6]([N:12]=[C:13]([N:26]3[CH2:30][CH2:29][CH2:28][CH2:27]3)[C:14]=2[CH2:15][C:16]2[N:21]=[C:20]([C:22]([O:24][CH3:25])=[O:23])[CH:19]=[CH:18][CH:17]=2)[C:7]=1[Si](C)(C)C.[F-].C([N+](CCCC)(CCCC)CCCC)CCC.[Cl-].[NH4+], predict the reaction product. The product is: [Cl:1][C:2]1[CH:3]=[CH:4][C:5]2[N:6]([N:12]=[C:13]([N:26]3[CH2:27][CH2:28][CH2:29][CH2:30]3)[C:14]=2[CH2:15][C:16]2[N:21]=[C:20]([C:22]([O:24][CH3:25])=[O:23])[CH:19]=[CH:18][CH:17]=2)[CH:7]=1. (2) Given the reactants Br[C:2]1[N:7]2[CH:8]=[CH:9][N:10]=[C:6]2[C:5]([NH:11][C:12]2[CH:17]=[CH:16][C:15]([N:18]3[CH:22]=[C:21]([CH2:23][N:24]([CH3:26])[CH3:25])[N:20]=[N:19]3)=[CH:14][CH:13]=2)=[N:4][CH:3]=1.[NH2:27][C:28]([C:30]1[CH:35]=[CH:34][C:33](B(O)O)=[CH:32][CH:31]=1)=[O:29], predict the reaction product. The product is: [CH3:25][N:24]([CH2:23][C:21]1[N:20]=[N:19][N:18]([C:15]2[CH:16]=[CH:17][C:12]([NH:11][C:5]3[C:6]4[N:7]([CH:8]=[CH:9][N:10]=4)[C:2]([C:33]4[CH:34]=[CH:35][C:30]([C:28]([NH2:27])=[O:29])=[CH:31][CH:32]=4)=[CH:3][N:4]=3)=[CH:13][CH:14]=2)[CH:22]=1)[CH3:26]. (3) Given the reactants C([O-])([O-])=O.[K+].[K+].[NH2:7][C:8]1[N:16]=[CH:15][N:14]=[C:13]2[C:9]=1[N:10]=[CH:11][N:12]2[C@H:17]1[C@@H:21]2[O:22][C:23]([CH3:26])([CH3:25])[O:24][C@@H:20]2[C@@H:19]([CH2:27][NH:28][CH:29]2[CH2:32][CH:31]([CH2:33][CH2:34][C:35]([O:37][CH2:38][C:39]3[CH:44]=[CH:43][CH:42]=[CH:41][CH:40]=3)=[O:36])[CH2:30]2)[O:18]1.I[CH:46]([CH3:48])[CH3:47], predict the reaction product. The product is: [NH2:7][C:8]1[N:16]=[CH:15][N:14]=[C:13]2[C:9]=1[N:10]=[CH:11][N:12]2[C@H:17]1[C@@H:21]2[O:22][C:23]([CH3:25])([CH3:26])[O:24][C@@H:20]2[C@@H:19]([CH2:27][N:28]([CH:46]([CH3:48])[CH3:47])[CH:29]2[CH2:32][CH:31]([CH2:33][CH2:34][C:35]([O:37][CH2:38][C:39]3[CH:40]=[CH:41][CH:42]=[CH:43][CH:44]=3)=[O:36])[CH2:30]2)[O:18]1. (4) The product is: [CH3:5][O:4][C:2](=[O:3])[C:6]1[CH:7]=[CH:8][C:9](/[CH:10]=[CH:55]/[CH:54]([C:53]2[N:45]([C:42]3[CH:43]=[CH:44][C:39]([Cl:38])=[CH:40][CH:41]=3)[N:46]=[C:47]3[C:52]=2[CH2:51][CH2:50][CH2:49][CH2:48]3)[CH:57]2[CH2:62][CH2:61][CH2:60][CH2:59][CH2:58]2)=[CH:30][CH:31]=1. Given the reactants [Br-].[C:2]([C:6]1[CH:31]=[CH:30][C:9]([CH2:10][P+](C2C=CC=CC=2)(C2C=CC=CC=2)C2C=CC=CC=2)=[CH:8][CH:7]=1)([O:4][CH3:5])=[O:3].CC(C)([O-])C.[K+].[Cl:38][C:39]1[CH:44]=[CH:43][C:42]([N:45]2[C:53]([CH:54]([CH:57]3[CH2:62][CH2:61][CH2:60][CH2:59][CH2:58]3)[CH:55]=O)=[C:52]3[C:47]([CH2:48][CH2:49][CH2:50][CH2:51]3)=[N:46]2)=[CH:41][CH:40]=1.C(O)(=O)CC(CC(O)=O)(C(O)=O)O, predict the reaction product. (5) Given the reactants Br[CH2:2][C:3]1[CH:10]=[C:9]([F:11])[CH:8]=[CH:7][C:4]=1[C:5]#[N:6].[CH3:12][NH:13][CH3:14], predict the reaction product. The product is: [CH3:12][N:13]([CH2:2][C:3]1[CH:10]=[C:9]([F:11])[CH:8]=[CH:7][C:4]=1[C:5]#[N:6])[CH3:14]. (6) Given the reactants [C:1]([OH:6])(=O)[C:2]([CH3:4])=[CH2:3].OC1C2N=N[NH:13]C=2C=CC=1.CCN=C=NCCCN(C)C.Cl.[NH2:29][C@H:30]([C:38]([NH:40][C@H:41]([C:51]([NH:53][C@H:54]([C:62]([NH:64][C@H:65]([C:78]([NH:80][C@H:81]([C:89]([NH:91][C@H:92]([C:102]([NH:104][C@H:105]([C:113]([NH:115][C@H:116]([C:129]([O:131][CH2:132][CH3:133])=[O:130])[CH2:117][CH2:118][CH2:119][CH2:120][NH:121][C:122]([O:124][C:125]([CH3:128])([CH3:127])[CH3:126])=[O:123])=[O:114])[CH2:106][C:107]1[CH:112]=[CH:111][CH:110]=[CH:109][CH:108]=1)=[O:103])[CH2:93][CH2:94][C:95](=[O:101])[O:96][C:97]([CH3:100])([CH3:99])[CH3:98])=[O:90])[CH2:82][C:83]1[CH:88]=[CH:87][CH:86]=[CH:85][CH:84]=1)=[O:79])[CH2:66][CH2:67][CH2:68][CH2:69][NH:70][C:71]([O:73][C:74]([CH3:77])([CH3:76])[CH3:75])=[O:72])=[O:63])[CH2:55][C:56]1[CH:61]=[CH:60][CH:59]=[CH:58][CH:57]=1)=[O:52])[CH2:42][CH2:43][C:44](=[O:50])[O:45][C:46]([CH3:49])([CH3:48])[CH3:47])=[O:39])[CH2:31][C:32]1[CH:37]=[CH:36][CH:35]=[CH:34][CH:33]=1.OS([O-])(=O)=O.[K+], predict the reaction product. The product is: [C:1]([NH2:13])(=[O:6])[C:2]([CH3:4])=[CH2:3].[NH2:29][C@H:30]([C:38]([NH:40][C@H:41]([C:51]([NH:53][C@H:54]([C:62]([NH:64][C@H:65]([C:78]([NH:80][C@H:81]([C:89]([NH:91][C@H:92]([C:102]([NH:104][C@H:105]([C:113]([NH:115][C@H:116]([C:129]([O:131][CH2:132][CH3:133])=[O:130])[CH2:117][CH2:118][CH2:119][CH2:120][NH:121][C:122]([O:124][C:125]([CH3:128])([CH3:127])[CH3:126])=[O:123])=[O:114])[CH2:106][C:107]1[CH:112]=[CH:111][CH:110]=[CH:109][CH:108]=1)=[O:103])[CH2:93][CH2:94][C:95](=[O:101])[O:96][C:97]([CH3:100])([CH3:99])[CH3:98])=[O:90])[CH2:82][C:83]1[CH:84]=[CH:85][CH:86]=[CH:87][CH:88]=1)=[O:79])[CH2:66][CH2:67][CH2:68][CH2:69][NH:70][C:71]([O:73][C:74]([CH3:77])([CH3:76])[CH3:75])=[O:72])=[O:63])[CH2:55][C:56]1[CH:57]=[CH:58][CH:59]=[CH:60][CH:61]=1)=[O:52])[CH2:42][CH2:43][C:44](=[O:50])[O:45][C:46]([CH3:49])([CH3:48])[CH3:47])=[O:39])[CH2:31][C:32]1[CH:33]=[CH:34][CH:35]=[CH:36][CH:37]=1. (7) Given the reactants C[Si](C)(C)[N-][Si](C)(C)C.[K+].[C:11]([N:18]1[CH2:23][CH2:22][CH:21]([C:24]([O:26][CH2:27][CH3:28])=[O:25])[CH2:20][CH2:19]1)([O:13][C:14]([CH3:17])([CH3:16])[CH3:15])=[O:12].I[CH2:30][CH2:31][CH3:32], predict the reaction product. The product is: [CH2:27]([O:26][C:24]([C:21]1([CH2:30][CH2:31][CH3:32])[CH2:22][CH2:23][N:18]([C:11]([O:13][C:14]([CH3:17])([CH3:16])[CH3:15])=[O:12])[CH2:19][CH2:20]1)=[O:25])[CH3:28]. (8) Given the reactants [CH3:1][O:2][C:3](=[O:18])[C:4]1[C:9]([CH3:10])=[CH:8][CH:7]=[CH:6][C:5]=1[NH:11][C:12]([O:14][CH:15]([CH3:17])[CH3:16])=[O:13].[H-].[Na+].Br[CH2:22][CH2:23][CH2:24][C:25]([O:27][CH2:28][CH3:29])=[O:26], predict the reaction product. The product is: [CH3:1][O:2][C:3](=[O:18])[C:4]1[C:9]([CH3:10])=[CH:8][CH:7]=[CH:6][C:5]=1[N:11]([CH2:22][CH2:23][CH2:24][C:25]([O:27][CH2:28][CH3:29])=[O:26])[C:12]([O:14][CH:15]([CH3:16])[CH3:17])=[O:13]. (9) Given the reactants [F:1][C:2]1[CH:3]=[C:4]2[C:8](=[CH:9][CH:10]=1)[NH:7][C:6](=[O:11])[C:5]2=[N:12][N:13]=[CH:14][C:15]1[NH:19][C:18]([CH3:20])=[C:17]([C:21]([NH:23][CH2:24][CH2:25][CH2:26][CH2:27][CH2:28][CH2:29][CH2:30][C:31]([OH:33])=O)=[O:22])[C:16]=1[CH3:34].Cl.C(N=C=NCCCN(C)C)C.OC1C2N=NNC=2C=CC=1.C(N(CC)CC)C.[F:64][C:65]1[CH:70]=[CH:69][C:68]([NH2:71])=[C:67]([NH2:72])[CH:66]=1, predict the reaction product. The product is: [F:1][C:2]1[CH:3]=[C:4]2[C:8](=[CH:9][CH:10]=1)[NH:7][C:6](=[O:11])[C:5]2=[N:12][N:13]=[CH:14][C:15]1[NH:19][C:18]([CH3:20])=[C:17]([C:21]([NH:23][CH2:24][CH2:25][CH2:26][CH2:27][CH2:28][CH2:29][CH2:30][C:31]([NH:71][C:68]2[CH:69]=[CH:70][C:65]([F:64])=[CH:66][C:67]=2[NH2:72])=[O:33])=[O:22])[C:16]=1[CH3:34].